This data is from Forward reaction prediction with 1.9M reactions from USPTO patents (1976-2016). The task is: Predict the product of the given reaction. (1) The product is: [O:67]1[C:68]2[CH:74]=[CH:73][CH:72]=[CH:71][C:69]=2[N:70]=[C:66]1[S:65][CH2:26][CH2:27][N:28]1[CH2:29][CH2:30][N:31]([CH2:34][C:35]([NH:37][C:38]2[C:39]([N:50]3[CH2:51][CH2:52][CH2:53][CH2:54]3)=[N:40][C:41]([CH3:49])=[CH:42][C:43]=2[N:44]2[CH2:45][CH2:46][CH2:47][CH2:48]2)=[O:36])[CH2:32][CH2:33]1. Given the reactants OCCN1CCN(CC(NC2C(SC)=NC(C)=CC=2SC)=O)CC1.O[CH2:26][CH2:27][N:28]1[CH2:33][CH2:32][N:31]([CH2:34][C:35]([NH:37][C:38]2[C:39]([N:50]3[CH2:54][CH2:53][CH2:52][CH2:51]3)=[N:40][C:41]([CH3:49])=[CH:42][C:43]=2[N:44]2[CH2:48][CH2:47][CH2:46][CH2:45]2)=[O:36])[CH2:30][CH2:29]1.SC1NC2C=CC=CC=2N=1.[SH:65][C:66]1[O:67][C:68]2[CH:74]=[CH:73][CH:72]=[CH:71][C:69]=2[N:70]=1, predict the reaction product. (2) Given the reactants Br[C:2]1[CH:23]=[CH:22][C:5]2[C:6]3[N:7]([CH:11]=[C:12]([C:14]4[N:18]([CH:19]([CH3:21])[CH3:20])[N:17]=[CH:16][N:15]=4)[N:13]=3)[CH2:8][CH2:9][O:10][C:4]=2[CH:3]=1.Cl.C([O:29][C:30](=[O:34])[C@H:31]([CH3:33])[NH2:32])(C)(C)C.F[B-](F)(F)F.Cl.C(C1NC=C[N+]=1C(C)C)(C)C.C(=O)([O-])[O-].[Cs+].[Cs+], predict the reaction product. The product is: [CH:19]([N:18]1[C:14]([C:12]2[N:13]=[C:6]3[N:7]([CH2:8][CH2:9][O:10][C:4]4[CH:3]=[C:2]([NH:32][C@@H:31]([CH3:33])[C:30]([OH:34])=[O:29])[CH:23]=[CH:22][C:5]=43)[CH:11]=2)=[N:15][CH:16]=[N:17]1)([CH3:21])[CH3:20]. (3) Given the reactants S(O[CH2:6][CH2:7][CH2:8][CH2:9][CH:10]1[C:18]2[C:13](=[CH:14][CH:15]=[CH:16][CH:17]=2)[NH:12][C:11]1=[O:19])(C)(=O)=O.[N:20]1[CH:25]=[CH:24][CH:23]=[CH:22][C:21]=1[N:26]1[CH2:31][CH2:30][NH:29][CH2:28][CH2:27]1, predict the reaction product. The product is: [N:20]1[CH:25]=[CH:24][CH:23]=[CH:22][C:21]=1[N:26]1[CH2:27][CH2:28][N:29]([CH2:6][CH2:7][CH2:8][CH2:9][CH:10]2[C:18]3[C:13](=[CH:14][CH:15]=[CH:16][CH:17]=3)[NH:12][C:11]2=[O:19])[CH2:30][CH2:31]1. (4) The product is: [CH2:1]([O:3][C:4](=[O:55])[CH2:5][NH:6][C:7]([C:9]1[C:14]([O:15][CH2:16][C:17]2[CH:18]=[CH:19][CH:20]=[CH:21][CH:22]=2)=[C:13]([CH3:23])[N:12]=[C:11]([CH2:24][CH:25]2[CH2:30][CH2:29][N:28]([C:31]3[CH:32]=[CH:33][C:34]([CH2:37][C:38]4[CH:39]=[N:40][C:41]([O:44][CH2:45][CH2:46][OH:47])=[CH:42][CH:43]=4)=[CH:35][CH:36]=3)[CH2:27][CH2:26]2)[N:10]=1)=[O:8])[CH3:2]. Given the reactants [CH2:1]([O:3][C:4](=[O:55])[CH2:5][NH:6][C:7]([C:9]1[C:14]([O:15][CH2:16][C:17]2[CH:22]=[CH:21][CH:20]=[CH:19][CH:18]=2)=[C:13]([CH3:23])[N:12]=[C:11]([CH2:24][CH:25]2[CH2:30][CH2:29][N:28]([C:31]3[CH:36]=[CH:35][C:34]([CH2:37][C:38]4[CH:39]=[N:40][C:41]([O:44][CH2:45][CH2:46][O:47][Si](C(C)(C)C)(C)C)=[CH:42][CH:43]=4)=[CH:33][CH:32]=3)[CH2:27][CH2:26]2)[N:10]=1)=[O:8])[CH3:2].[F-].C([N+](CCCC)(CCCC)CCCC)CCC.O, predict the reaction product. (5) Given the reactants [CH2:1]([O:3][C:4](=[O:26])[CH:5](Br)[CH2:6][N:7]([S:16]([C:19]1[CH:24]=[CH:23][CH:22]=[CH:21][CH:20]=1)(=[O:18])=[O:17])[CH2:8][CH:9](Br)[C:10]([O:12][CH2:13][CH3:14])=[O:11])[CH3:2].[CH2:27]([NH2:34])[C:28]1[CH:33]=[CH:32][CH:31]=[CH:30][CH:29]=1, predict the reaction product. The product is: [CH2:1]([O:3][C:4]([CH:5]1[CH2:6][N:7]([S:16]([C:19]2[CH:24]=[CH:23][CH:22]=[CH:21][CH:20]=2)(=[O:18])=[O:17])[CH2:8][CH:9]([C:10]([O:12][CH2:13][CH3:14])=[O:11])[N:34]1[CH2:27][C:28]1[CH:33]=[CH:32][CH:31]=[CH:30][CH:29]=1)=[O:26])[CH3:2]. (6) Given the reactants [CH3:1][O:2][C:3]1[CH:11]=[CH:10][C:6]([C:7]([OH:9])=O)=[CH:5][N:4]=1.[Br:12][C:13]1[CH:18]=[CH:17][C:16]([CH2:19]Br)=[C:15]([Cl:21])[CH:14]=1, predict the reaction product. The product is: [Br:12][C:13]1[CH:18]=[CH:17][C:16]([CH2:19][C:7]([C:6]2[CH:5]=[N:4][C:3]([O:2][CH3:1])=[CH:11][CH:10]=2)=[O:9])=[C:15]([Cl:21])[CH:14]=1. (7) Given the reactants [O:1]([C:8]1[CH:16]=[CH:15][CH:14]=[CH:13][C:9]=1[C:10]([OH:12])=[O:11])[C:2]1[CH:7]=[CH:6][CH:5]=[CH:4][CH:3]=1.[F:17][C:18]([F:32])([F:31])[C:19]1[CH:20]=[C:21]([CH:24]=[C:25]([C:27]([F:30])([F:29])[F:28])[CH:26]=1)[CH2:22]O.C1(N=C=NC2CCCCC2)CCCCC1, predict the reaction product. The product is: [F:17][C:18]([F:31])([F:32])[C:19]1[CH:20]=[C:21]([CH:24]=[C:25]([C:27]([F:30])([F:28])[F:29])[CH:26]=1)[CH2:22][O:11][C:10](=[O:12])[C:9]1[CH:13]=[CH:14][CH:15]=[CH:16][C:8]=1[O:1][C:2]1[CH:3]=[CH:4][CH:5]=[CH:6][CH:7]=1.